Dataset: Forward reaction prediction with 1.9M reactions from USPTO patents (1976-2016). Task: Predict the product of the given reaction. (1) Given the reactants [NH:1]1[CH2:6][CH2:5][NH:4][CH2:3][C:2]1=[O:7].ClCCl.O1CCOCC1.[C:17]1([S:23](Cl)(=[O:25])=[O:24])[CH:22]=[CH:21][CH:20]=[CH:19][CH:18]=1, predict the reaction product. The product is: [C:17]1([S:23]([N:4]2[CH2:5][CH2:6][NH:1][C:2](=[O:7])[CH2:3]2)(=[O:25])=[O:24])[CH:22]=[CH:21][CH:20]=[CH:19][CH:18]=1. (2) Given the reactants [Br:1][C:2]1[C:3]([C@H:10]([NH:20]C(=O)CN2C3CCCCC=3C(C(F)(F)F)=N2)[CH2:11][C:12]2[CH:17]=[C:16]([F:18])[CH:15]=[C:14]([F:19])[CH:13]=2)=[N:4][C:5]([S:8][CH3:9])=[N:6][CH:7]=1.[F:37][CH:38]([F:56])[C:39]1[C:47]2[C:46]([F:49])([F:48])[CH2:45][CH2:44][C:43]([F:51])([F:50])[C:42]=2[N:41]([CH2:52][C:53](O)=[O:54])[N:40]=1.Cl.BrC1C([C@@H](N)CC2C=C(F)C=C(F)C=2)=NC(SC)=NC=1, predict the reaction product. The product is: [Br:1][C:2]1[C:3]([C@@H:10]([NH:20][C:53](=[O:54])[CH2:52][N:41]2[C:42]3[C:43]([F:50])([F:51])[CH2:44][CH2:45][C:46]([F:49])([F:48])[C:47]=3[C:39]([CH:38]([F:56])[F:37])=[N:40]2)[CH2:11][C:12]2[CH:17]=[C:16]([F:18])[CH:15]=[C:14]([F:19])[CH:13]=2)=[N:4][C:5]([S:8][CH3:9])=[N:6][CH:7]=1. (3) Given the reactants [Cl:1][CH2:2][C:3](Cl)=[O:4].[C:6]([NH:9][C:10]([CH2:21][C:22](=[O:36])[C:23]1[CH:28]=[CH:27][C:26]([S:29][C:30]2[CH:35]=[CH:34][CH:33]=[CH:32][CH:31]=2)=[CH:25][CH:24]=1)([C:16]([O:18][CH2:19][CH3:20])=[O:17])[C:11]([O:13][CH2:14][CH3:15])=[O:12])(=[O:8])[CH3:7].[Al+3].[Cl-].[Cl-].[Cl-], predict the reaction product. The product is: [C:6]([NH:9][C:10]([CH2:21][C:22]([C:23]1[CH:28]=[CH:27][C:26]([S:29][C:30]2[CH:31]=[CH:32][C:33]([C:3](=[O:4])[CH2:2][Cl:1])=[CH:34][CH:35]=2)=[CH:25][CH:24]=1)=[O:36])([C:16]([O:18][CH2:19][CH3:20])=[O:17])[C:11]([O:13][CH2:14][CH3:15])=[O:12])(=[O:8])[CH3:7]. (4) Given the reactants [NH2:1][C:2]1[CH:9]=[CH:8][C:7]([O:10][C:11]2[CH:16]=[CH:15][C:14]([NH:17][C:18]3[CH:23]=[CH:22][C:21]([F:24])=[C:20]([F:25])[CH:19]=3)=[CH:13][CH:12]=2)=[CH:6][C:3]=1[C:4]#[N:5].[CH2:26]([O:30][C:31]1[CH:36]=[CH:35][C:34]([S:37](Cl)(=[O:39])=[O:38])=[CH:33][CH:32]=1)[CH2:27][CH2:28][CH3:29], predict the reaction product. The product is: [CH2:26]([O:30][C:31]1[CH:36]=[CH:35][C:34]([S:37]([NH:1][C:2]2[CH:9]=[CH:8][C:7]([O:10][C:11]3[CH:16]=[CH:15][C:14]([NH:17][C:18]4[CH:23]=[CH:22][C:21]([F:24])=[C:20]([F:25])[CH:19]=4)=[CH:13][CH:12]=3)=[CH:6][C:3]=2[C:4]#[N:5])(=[O:39])=[O:38])=[CH:33][CH:32]=1)[CH2:27][CH2:28][CH3:29]. (5) Given the reactants [CH2:1]([O:3][C:4]1[C:5]([CH2:11][OH:12])=[N:6][C:7]([CH3:10])=[CH:8][CH:9]=1)[CH3:2].P([O-])([O-])([O-])=[O:14].[O-]Cl=O.[Na+].[O-]Cl.[Na+].[OH-].[Na+].Cl, predict the reaction product. The product is: [CH2:1]([O:3][C:4]1[C:5]([C:11]([OH:14])=[O:12])=[N:6][C:7]([CH3:10])=[CH:8][CH:9]=1)[CH3:2]. (6) The product is: [NH:5]1[C:13]2[CH:12]=[CH:11][N:10]=[C:9]([N:14]3[CH2:15][CH2:16][N:17]([CH2:20][CH2:21][C:22]4[C:30]5[C:25](=[CH:26][CH:27]=[C:28]([CH:31]([C:34]6[N:35]=[CH:36][N:37]([C:39]([C:40]7[CH:45]=[CH:44][CH:43]=[CH:42][CH:41]=7)([C:52]7[CH:53]=[CH:54][CH:55]=[CH:56][CH:57]=7)[C:46]7[CH:47]=[CH:48][CH:49]=[CH:50][CH:51]=7)[CH:38]=6)[OH:32])[CH:29]=5)[NH:24][CH:23]=4)[CH2:18][CH2:19]3)[C:8]=2[CH:7]=[CH:6]1. Given the reactants C([Mg]Br)C.[NH:5]1[C:13]2[CH:12]=[CH:11][N:10]=[C:9]([N:14]3[CH2:19][CH2:18][N:17]([CH2:20][CH2:21][C:22]4[C:30]5[C:25](=[CH:26][CH:27]=[C:28]([CH:31]=[O:32])[CH:29]=5)[NH:24][CH:23]=4)[CH2:16][CH2:15]3)[C:8]=2[CH:7]=[CH:6]1.I[C:34]1[N:35]=[CH:36][N:37]([C:39]([C:52]2[CH:57]=[CH:56][CH:55]=[CH:54][CH:53]=2)([C:46]2[CH:51]=[CH:50][CH:49]=[CH:48][CH:47]=2)[C:40]2[CH:45]=[CH:44][CH:43]=[CH:42][CH:41]=2)[CH:38]=1.[NH4+].[Cl-], predict the reaction product. (7) The product is: [F:26][C:23]([F:24])([F:25])/[CH:22]=[CH:21]/[C:18]1[CH:19]=[CH:20][C:15]([C:14]([NH:13][C:10]2[CH:11]=[C:12]3[C:7]([CH2:6][CH2:5][NH:4]3)=[CH:8][CH:9]=2)=[O:28])=[C:16]([CH3:27])[CH:17]=1. Given the reactants C([N:4]1[C:12]2[C:7](=[CH:8][CH:9]=[C:10]([NH:13][C:14](=[O:28])[C:15]3[CH:20]=[CH:19][C:18](/[CH:21]=[CH:22]/[C:23]([F:26])([F:25])[F:24])=[CH:17][C:16]=3[CH3:27])[CH:11]=2)[CH2:6][CH2:5]1)(=O)C, predict the reaction product.